Task: Predict the product of the given reaction.. Dataset: Forward reaction prediction with 1.9M reactions from USPTO patents (1976-2016) (1) Given the reactants [C:1]([O:5][C:6]([NH:8][CH2:9][C:10]([O:12]C)=O)=[O:7])([CH3:4])([CH3:3])[CH3:2].O.[NH2:15][NH2:16], predict the reaction product. The product is: [NH:15]([C:10](=[O:12])[CH2:9][NH:8][C:6](=[O:7])[O:5][C:1]([CH3:4])([CH3:3])[CH3:2])[NH2:16]. (2) Given the reactants [CH2:1]([NH:3][CH2:4][CH3:5])[CH3:2].[F:6][C:7]1[CH:15]=[CH:14][C:13]([F:16])=[CH:12][C:8]=1[C:9](Cl)=[O:10], predict the reaction product. The product is: [CH2:1]([N:3]([CH2:4][CH3:5])[C:9](=[O:10])[C:8]1[CH:12]=[C:13]([F:16])[CH:14]=[CH:15][C:7]=1[F:6])[CH3:2].